From a dataset of Catalyst prediction with 721,799 reactions and 888 catalyst types from USPTO. Predict which catalyst facilitates the given reaction. (1) Reactant: [N+:1]([C:4]1[C:5]([NH2:14])=[N:6][CH:7]=[C:8]([C:10]([F:13])([F:12])[F:11])[CH:9]=1)([O-])=O.O.O.[Sn](Cl)Cl.CN(C=O)C.C([O-])(O)=O.[Na+]. Product: [F:13][C:10]([F:11])([F:12])[C:8]1[CH:9]=[C:4]([NH2:1])[C:5]([NH2:14])=[N:6][CH:7]=1. The catalyst class is: 25. (2) Reactant: Br[C:2]1[CH:24]=[CH:23][C:5]2[C:6]3[N:7]=[C:8]([C:14]4[N:15]([CH:19]5[CH2:22][O:21][CH2:20]5)[CH:16]=[CH:17][N:18]=4)[S:9][C:10]=3[CH2:11][CH2:12][O:13][C:4]=2[CH:3]=1.[CH3:25][C:26]([OH:43])([CH3:42])[CH2:27][N:28]1[CH:32]=[C:31](B2OC(C)(C)C(C)(C)O2)[CH:30]=[N:29]1. Product: [CH3:25][C:26]([OH:43])([CH3:42])[CH2:27][N:28]1[CH:32]=[C:31]([C:2]2[CH:24]=[CH:23][C:5]3[C:6]4[N:7]=[C:8]([C:14]5[N:15]([CH:19]6[CH2:22][O:21][CH2:20]6)[CH:16]=[CH:17][N:18]=5)[S:9][C:10]=4[CH2:11][CH2:12][O:13][C:4]=3[CH:3]=2)[CH:30]=[N:29]1. The catalyst class is: 45. (3) The catalyst class is: 1. Reactant: CC(OC(/N=N/C(OC(C)C)=O)=O)C.[OH:15][C:16]1[CH:21]=[CH:20][C:19]([C:22]2([OH:41])[CH2:27][CH2:26][N:25]([C:28]3[CH:29]=[CH:30][C:31]4[N:32]([C:34]([C:37]([F:40])([F:39])[F:38])=[N:35][N:36]=4)[N:33]=3)[CH2:24][CH2:23]2)=[CH:18][CH:17]=1.[CH3:42][N:43]1[C:47]([CH2:48][CH2:49]OC2C=CC(C3CCN(C4CCC5N(C(C(F)(F)F)=NN=5)N=4)CC3)=CC=2)=[CH:46][CH:45]=[N:44]1.C1(P(C2C=CC=CC=2)C2C=CC=CC=2)C=CC=CC=1. Product: [CH3:42][N:43]1[C:47]([CH2:48][CH2:49][O:15][C:16]2[CH:21]=[CH:20][C:19]([C:22]3([OH:41])[CH2:27][CH2:26][N:25]([C:28]4[CH:29]=[CH:30][C:31]5[N:32]([C:34]([C:37]([F:40])([F:39])[F:38])=[N:35][N:36]=5)[N:33]=4)[CH2:24][CH2:23]3)=[CH:18][CH:17]=2)=[CH:46][CH:45]=[N:44]1. (4) Reactant: [F:1][C:2]1[CH:7]=[CH:6][CH:5]=[C:4]([F:8])[C:3]=1[C:9]1[N:10]([S:27]([C:30]2[CH:35]=[CH:34][CH:33]=[CH:32][CH:31]=2)(=[O:29])=[O:28])[C:11]2[C:16]([CH:17]=1)=[CH:15][C:14](B1OC(C)(C)C(C)(C)O1)=[CH:13][CH:12]=2.FC(F)(F)S(O[C:42]1[N:46]([CH2:47][CH3:48])[N:45]=[C:44]([C:49]2[CH:54]=[N:53][CH:52]=[CH:51][N:50]=2)[CH:43]=1)(=O)=O.C(=O)([O-])[O-].[K+].[K+].O. Product: [F:1][C:2]1[CH:7]=[CH:6][CH:5]=[C:4]([F:8])[C:3]=1[C:9]1[N:10]([S:27]([C:30]2[CH:35]=[CH:34][CH:33]=[CH:32][CH:31]=2)(=[O:29])=[O:28])[C:11]2[C:16]([CH:17]=1)=[CH:15][C:14]([C:42]1[N:46]([CH2:47][CH3:48])[N:45]=[C:44]([C:49]3[CH:54]=[N:53][CH:52]=[CH:51][N:50]=3)[CH:43]=1)=[CH:13][CH:12]=2. The catalyst class is: 77. (5) Reactant: [O:1]([C:8]1[CH:13]=[CH:12][C:11]([CH2:14][C:15]([OH:17])=O)=[CH:10][CH:9]=1)[C:2]1[CH:7]=[CH:6][CH:5]=[CH:4][CH:3]=1.[CH2:18](Cl)CCl.C1C=CC2N(O)N=NC=2C=1.CCN(CC)CC.[O:39]1[CH:43]=[CH:42][N:41]=[C:40]1[C:44]1[C:52]2[C:47](=[CH:48][CH:49]=[C:50]([NH2:53])[CH:51]=2)[NH:46][N:45]=1. Product: [CH2:2]([O:1][C:8]1[CH:9]=[CH:10][C:11]([CH2:14][C:15]([NH:53][C:50]2[CH:51]=[C:52]3[C:47](=[CH:48][CH:49]=2)[NH:46][N:45]=[C:44]3[C:40]2[O:39][CH:43]=[CH:42][N:41]=2)=[O:17])=[CH:12][CH:13]=1)[C:7]1[CH:6]=[CH:5][CH:4]=[CH:3][CH:18]=1. The catalyst class is: 39. (6) Reactant: [H-].[H-].[H-].[H-].[Li+].[Al+3].[NH2:7][CH2:8][C:9]1[C:10]([CH3:31])=[CH:11][C:12]([N:16](C(OC(C)(C)C)=O)[C:17](=O)OC(C)(C)C)=[N:13][C:14]=1[CH3:15]. Product: [NH2:7][CH2:8][C:9]1[C:10]([CH3:31])=[CH:11][C:12]([NH:16][CH3:17])=[N:13][C:14]=1[CH3:15]. The catalyst class is: 7. (7) Reactant: Cl.Cl.[NH2:3][CH:4]([C:16]1[CH:21]=[CH:20][CH:19]=[CH:18][CH:17]=1)[C:5]([O:7][C@@H:8]1[CH:13]2[CH2:14][CH2:15][N:10]([CH2:11][CH2:12]2)[CH2:9]1)=[O:6].C(N(CC)CC)C.C1CCC(N=C=NC2CCCCC2)CC1.C1C=CC2N(O)N=NC=2C=1.[C:54]([O:58][C:59]([NH:61][CH:62]([C:66]1[CH:71]=[CH:70][CH:69]=[CH:68][CH:67]=1)[C:63](O)=[O:64])=[O:60])([CH3:57])([CH3:56])[CH3:55]. Product: [C:54]([O:58][C:59]([NH:61][CH:62]([C:66]1[CH:67]=[CH:68][CH:69]=[CH:70][CH:71]=1)[C:63]([NH:3][CH:4]([C:16]1[CH:21]=[CH:20][CH:19]=[CH:18][CH:17]=1)[C:5]([O:7][C@@H:8]1[CH:13]2[CH2:12][CH2:11][N:10]([CH2:15][CH2:14]2)[CH2:9]1)=[O:6])=[O:64])=[O:60])([CH3:57])([CH3:55])[CH3:56]. The catalyst class is: 76. (8) The catalyst class is: 1. Reactant: [Cl:1][C:2]1[CH:3]=[C:4]2[C:9](=[CH:10][CH:11]=1)[CH:8]=[C:7]([S:12](Cl)(=O)=O)[CH:6]=[CH:5]2.[H-].[H-].[H-].[H-].[Li+].[Al+3].C(OCC)(=O)C.Cl. Product: [Cl:1][C:2]1[CH:3]=[C:4]2[C:9](=[CH:10][CH:11]=1)[CH:8]=[C:7]([SH:12])[CH:6]=[CH:5]2.